From a dataset of Full USPTO retrosynthesis dataset with 1.9M reactions from patents (1976-2016). Predict the reactants needed to synthesize the given product. (1) Given the product [CH2:13]([C:15]1[S:47][C:18]2[N:19]([CH2:32][C:33]3[CH:34]=[CH:35][C:36]([C:39]4[CH:44]=[CH:43][CH:42]=[CH:41][C:40]=4[C:45]4[NH:3][C:4](=[O:7])[O:5][N:46]=4)=[CH:37][CH:38]=3)[C:20](=[O:31])[N:21]([CH2:24][CH:25]([OH:30])[C:26]([CH3:29])([CH3:28])[CH3:27])[C:22](=[O:23])[C:17]=2[CH:16]=1)[CH3:14], predict the reactants needed to synthesize it. The reactants are: [Cl-].O[NH3+:3].[C:4](=[O:7])([O-])[OH:5].[Na+].CS(C)=O.[CH2:13]([C:15]1[S:47][C:18]2[N:19]([CH2:32][C:33]3[CH:38]=[CH:37][C:36]([C:39]4[C:40]([C:45]#[N:46])=[CH:41][CH:42]=[CH:43][CH:44]=4)=[CH:35][CH:34]=3)[C:20](=[O:31])[N:21]([CH2:24][CH:25]([OH:30])[C:26]([CH3:29])([CH3:28])[CH3:27])[C:22](=[O:23])[C:17]=2[CH:16]=1)[CH3:14]. (2) Given the product [Cl:1][C:2]1[CH:7]=[C:6]([N+:8]([O-:10])=[O:9])[CH:5]=[CH:4][C:3]=1[O:19][C:15]1[CH:16]=[CH:17][CH:18]=[C:13]([Cl:12])[CH:14]=1, predict the reactants needed to synthesize it. The reactants are: [Cl:1][C:2]1[CH:7]=[C:6]([N+:8]([O-:10])=[O:9])[CH:5]=[CH:4][C:3]=1F.[Cl:12][C:13]1[CH:14]=[C:15]([OH:19])[CH:16]=[CH:17][CH:18]=1.C([O-])([O-])=O.[Cs+].[Cs+]. (3) The reactants are: O1CC[O:3][CH:2]1[C:6]1[CH:11]=[CH:10][C:9]([OH:12])=[C:8](OC)[CH:7]=1.Cl[C:16]1[N:17]=[CH:18][C:19]([C:22]#[N:23])=[N:20][CH:21]=1.C([O-])([O-])=O.[K+].[K+]. Given the product [CH:2]([C:6]1[CH:7]=[CH:8][C:9]([O:12][C:16]2[N:17]=[CH:18][C:19]([C:22]#[N:23])=[N:20][CH:21]=2)=[CH:10][CH:11]=1)=[O:3], predict the reactants needed to synthesize it. (4) Given the product [SH:10][CH:11]([CH3:15])[C:12]([O:1][CH2:2][C:3]([CH2:8][O:9][C:12](=[O:14])[CH:11]([SH:10])[CH3:15])([CH2:6][O:7][C:12](=[O:14])[CH:11]([SH:10])[CH3:15])[CH2:4][O:5][C:12](=[O:14])[CH:11]([SH:10])[CH3:15])=[O:14], predict the reactants needed to synthesize it. The reactants are: [OH:1][CH2:2][C:3]([CH2:8][OH:9])([CH2:6][OH:7])[CH2:4][OH:5].[SH:10][CH:11]([CH3:15])[C:12]([OH:14])=O.S(=O)(=O)(O)O. (5) Given the product [C:1]([O:5][C:6]([N:8]1[CH2:13][CH2:12][N:11]([S:21]([C:18]2[CH:19]=[CH:20][C:15]([Br:14])=[C:16]([CH3:25])[CH:17]=2)(=[O:22])=[O:23])[CH2:10][CH2:9]1)=[O:7])([CH3:4])([CH3:2])[CH3:3], predict the reactants needed to synthesize it. The reactants are: [C:1]([O:5][C:6]([N:8]1[CH2:13][CH2:12][NH:11][CH2:10][CH2:9]1)=[O:7])([CH3:4])([CH3:3])[CH3:2].[Br:14][C:15]1[CH:20]=[CH:19][C:18]([S:21](Cl)(=[O:23])=[O:22])=[CH:17][C:16]=1[CH3:25]. (6) Given the product [F:12][C:10]1[CH:9]=[C:8]2[C:3]([CH:4]=[CH:5][C:6]([CH3:13])=[N:7]2)=[C:2]([N:14]2[CH2:19][CH2:18][NH:17][CH2:16][CH2:15]2)[CH:11]=1, predict the reactants needed to synthesize it. The reactants are: F[C:2]1[CH:11]=[C:10]([F:12])[CH:9]=[C:8]2[C:3]=1[CH:4]=[CH:5][C:6]([CH3:13])=[N:7]2.[NH:14]1[CH2:19][CH2:18][NH:17][CH2:16][CH2:15]1. (7) Given the product [CH3:8][C:6]1[N:5]=[C:4]([NH2:9])[CH:3]=[C:2]([CH:10]=[CH2:11])[N:7]=1, predict the reactants needed to synthesize it. The reactants are: Cl[C:2]1[N:7]=[C:6]([CH3:8])[N:5]=[C:4]([NH2:9])[CH:3]=1.[CH3:10][C:11]1(C)C(C)(C)OB(C=C)O1.C(=O)([O-])[O-].[Na+].[Na+].